Dataset: Peptide-MHC class I binding affinity with 185,985 pairs from IEDB/IMGT. Task: Regression. Given a peptide amino acid sequence and an MHC pseudo amino acid sequence, predict their binding affinity value. This is MHC class I binding data. (1) The peptide sequence is GMSYSMCTGK. The MHC is HLA-A11:01 with pseudo-sequence HLA-A11:01. The binding affinity (normalized) is 0.437. (2) The MHC is HLA-A02:03 with pseudo-sequence HLA-A02:03. The peptide sequence is IIRTENRPL. The binding affinity (normalized) is 0.0847. (3) The peptide sequence is AMYAPYGPF. The MHC is HLA-C14:02 with pseudo-sequence HLA-C14:02. The binding affinity (normalized) is 0.661. (4) The peptide sequence is SSLLWGFYL. The MHC is HLA-A02:03 with pseudo-sequence HLA-A02:03. The binding affinity (normalized) is 0.0847. (5) The peptide sequence is IGYRLGMGK. The MHC is HLA-B15:01 with pseudo-sequence HLA-B15:01. The binding affinity (normalized) is 0.0847.